This data is from TCR-epitope binding with 47,182 pairs between 192 epitopes and 23,139 TCRs. The task is: Binary Classification. Given a T-cell receptor sequence (or CDR3 region) and an epitope sequence, predict whether binding occurs between them. The epitope is ELAGIGILTV. The TCR CDR3 sequence is CASSPDRTGGTDTQYF. Result: 1 (the TCR binds to the epitope).